From a dataset of Forward reaction prediction with 1.9M reactions from USPTO patents (1976-2016). Predict the product of the given reaction. (1) Given the reactants [CH2:1]([O:8][CH2:9][CH2:10][CH2:11][O:12][C:13]1[CH:14]=[C:15]([CH:18]=[CH:19][CH:20]=1)[CH:16]=[O:17])[C:2]1[CH:7]=[CH:6][CH:5]=[CH:4][CH:3]=1.[C:21](#[N:23])[CH3:22], predict the reaction product. The product is: [CH2:1]([O:8][CH2:9][CH2:10][CH2:11][O:12][C:13]1[CH:14]=[C:15]([CH:16]([OH:17])[CH2:22][C:21]#[N:23])[CH:18]=[CH:19][CH:20]=1)[C:2]1[CH:3]=[CH:4][CH:5]=[CH:6][CH:7]=1. (2) Given the reactants [CH2:1]([NH:3][C:4]([C:6]1[C:14]2[C:9](=[N:10][CH:11]=[C:12](Br)[N:13]=2)[N:8](COCC[Si](C)(C)C)[CH:7]=1)=[O:5])[CH3:2].C(NC(C1C2C(=NC=C(Br)N=2)N(COCC[Si](C)(C)C)C=1)=O)(C)C.[F:48][C:49]([F:59])([F:58])[O:50][C:51]1[CH:52]=[C:53]([OH:57])[CH:54]=[CH:55][CH:56]=1.C(C1C=C(O)C=CC=1)#N, predict the reaction product. The product is: [CH2:1]([NH:3][C:4]([C:6]1[C:14]2[C:9](=[N:10][CH:11]=[C:12]([O:57][C:53]3[CH:54]=[CH:55][CH:56]=[C:51]([O:50][C:49]([F:48])([F:58])[F:59])[CH:52]=3)[N:13]=2)[NH:8][CH:7]=1)=[O:5])[CH3:2]. (3) The product is: [C:23]([NH:1][C:2]1[S:3][C:4]2[CH2:14][CH2:13][C:12]3[C:7](=[CH:8][CH:9]=[C:10]([O:15][CH3:16])[CH:11]=3)[C:5]=2[N:6]=1)(=[O:22])[CH:24]([CH3:26])[OH:25]. Given the reactants [NH2:1][C:2]1[S:3][C:4]2[CH2:14][CH2:13][C:12]3[C:7](=[CH:8][CH:9]=[C:10]([O:15][CH3:16])[CH:11]=3)[C:5]=2[N:6]=1.C([Si](C1C=CC=CC=1)(C1C=CC=CC=1)[O:22][C:23](=O)[C@H:24]([CH3:26])[OH:25])(C)(C)C.CN(C(ON1N=NC2C=CC=CC1=2)=[N+](C)C)C.F[P-](F)(F)(F)(F)F.C(N(CC)CC)(C)C, predict the reaction product. (4) The product is: [C:1]([C:5]1[N:6]=[C:7]([N:22]2[CH2:27][CH2:26][CH2:24][CH:23]2[C:41]2[N:38]([CH3:36])[N:39]=[CH:47][CH:42]=2)[C:8]2[N:13]=[N:12][N:11]([CH2:14][C:15]3[CH:20]=[CH:19][CH:18]=[CH:17][C:16]=3[Cl:21])[C:9]=2[N:10]=1)([CH3:4])([CH3:3])[CH3:2]. Given the reactants [C:1]([C:5]1[N:6]=[C:7]([N:22]2[CH2:27][CH2:26]O[CH2:24][CH2:23]2)[C:8]2[N:13]=[N:12][N:11]([CH2:14][C:15]3[CH:20]=[CH:19][CH:18]=[CH:17][C:16]=3[Cl:21])[C:9]=2[N:10]=1)([CH3:4])([CH3:3])[CH3:2].C(C1N=C(Cl)C2N=[N:39][N:38]([CH2:41][C:42]3[CH:47]=CC=CC=3Cl)[C:36]=2N=1)(C)(C)C.CN1C(C2CCCN2)=CC=N1, predict the reaction product.